This data is from Full USPTO retrosynthesis dataset with 1.9M reactions from patents (1976-2016). The task is: Predict the reactants needed to synthesize the given product. (1) Given the product [Cl:15][C:16]1[N:17]=[C:18]([O:13][C:9]2[C:8]([CH3:14])=[CH:7][C:6]([CH:3]3[CH2:5][CH2:4]3)=[CH:11][C:10]=2[CH3:12])[C:19]2[NH:24][CH:23]=[CH:22][C:20]=2[N:21]=1, predict the reactants needed to synthesize it. The reactants are: [H-].[Na+].[CH:3]1([C:6]2[CH:11]=[C:10]([CH3:12])[C:9]([OH:13])=[C:8]([CH3:14])[CH:7]=2)[CH2:5][CH2:4]1.[Cl:15][C:16]1[N:17]=[C:18](Cl)[C:19]2[NH:24][CH:23]=[CH:22][C:20]=2[N:21]=1. (2) Given the product [Br:1][C:2]1[CH:3]=[CH:4][C:5]([O:16][CH2:17][CH2:18][CH2:19][N:22]([CH3:23])[CH3:21])=[C:6]([C:8]2[CH:13]=[C:12]([Cl:14])[N:11]=[C:10]([NH2:15])[N:9]=2)[CH:7]=1, predict the reactants needed to synthesize it. The reactants are: [Br:1][C:2]1[CH:3]=[CH:4][C:5]([O:16][CH2:17][CH2:18][CH3:19])=[C:6]([C:8]2[CH:13]=[C:12]([Cl:14])[N:11]=[C:10]([NH2:15])[N:9]=2)[CH:7]=1.N[C:21]1N=C(C2C=C(Br)C=CC=2O)C=[C:23](Cl)[N:22]=1.CN(C)CCCO. (3) Given the product [CH2:5]([N:12]1[C:24]2[CH:23]=[C:22]3[CH2:25][CH2:26][CH2:27][CH2:28][C:21]3=[C:20]([OH:29])[C:19]=2[C:18]2[C:17]([C:31]([O:33][CH3:34])=[O:32])=[CH:16][CH:15]=[CH:14][C:13]1=2)[C:6]1[CH:11]=[CH:10][CH:9]=[CH:8][CH:7]=1, predict the reactants needed to synthesize it. The reactants are: B(Br)(Br)Br.[CH2:5]([N:12]1[C:24]2[CH:23]=[C:22]3[CH2:25][CH2:26][CH2:27][CH2:28][C:21]3=[C:20]([O:29]C)[C:19]=2[C:18]2[C:17]([C:31]([O:33][CH3:34])=[O:32])=[CH:16][CH:15]=[CH:14][C:13]1=2)[C:6]1[CH:11]=[CH:10][CH:9]=[CH:8][CH:7]=1. (4) Given the product [F:20][C:21]([F:32])([F:31])[C:22]1[CH:27]=[C:26]([C:2]2[N:3]=[C:4]3[C:10]4[CH:11]=[CH:12][C:13]([C:15]([O:17][CH3:18])=[O:16])=[CH:14][C:9]=4[O:8][CH2:7][CH2:6][N:5]3[CH:19]=2)[CH:25]=[CH:24][CH:23]=1, predict the reactants needed to synthesize it. The reactants are: I[C:2]1[N:3]=[C:4]2[C:10]3[CH:11]=[CH:12][C:13]([C:15]([O:17][CH3:18])=[O:16])=[CH:14][C:9]=3[O:8][CH2:7][CH2:6][N:5]2[CH:19]=1.[F:20][C:21]([F:32])([F:31])[C:22]1[CH:23]=[C:24](B(O)O)[CH:25]=[CH:26][CH:27]=1.C(#N)C.